From a dataset of Reaction yield outcomes from USPTO patents with 853,638 reactions. Predict the reaction yield, written as a fraction of the theoretical maximum amount of product (1.0 means a 100% yield; for example, 0.34 means a 34% yield). (1) The reactants are [CH:1]1[CH:10]=[CH:9][CH:8]=[C:7]2[C:2]=1[C:3]([C:18]([OH:20])=O)=[C:4]1[NH:17][C:16]3[C:11](=[CH:12][CH:13]=[CH:14][CH:15]=3)[C:5]1=[N:6]2.[CH3:21][N:22]([CH3:26])[CH2:23][CH2:24][NH2:25].C(N(CC)CC)C. The catalyst is O=S(Cl)Cl.C(Cl)Cl. The product is [CH3:21][N:22]([CH3:26])[CH2:23][CH2:24][NH:25][C:18]([C:3]1[C:2]2[C:7](=[CH:8][CH:9]=[CH:10][CH:1]=2)[N:6]=[C:5]2[C:11]3[C:16]([NH:17][C:4]=12)=[CH:15][CH:14]=[CH:13][CH:12]=3)=[O:20]. The yield is 0.610. (2) The reactants are N[C:2]1[CH:3]=[C:4]([CH:8]=[C:9]([N+:11]([O-:13])=[O:12])[CH:10]=1)[C:5]([OH:7])=[O:6].N([O-])=O.[Na+].C([O-])([O-])=O.[Na+].[Na+].[C-:24]#[N:25].[K+]. The catalyst is Cl.O.[O-]S([O-])(=O)=O.[Cu+2]. The product is [C:24]([C:2]1[CH:3]=[C:4]([CH:8]=[C:9]([N+:11]([O-:13])=[O:12])[CH:10]=1)[C:5]([OH:7])=[O:6])#[N:25]. The yield is 0.940.